This data is from Full USPTO retrosynthesis dataset with 1.9M reactions from patents (1976-2016). The task is: Predict the reactants needed to synthesize the given product. Given the product [CH3:1][S:2][C:3]1[CH:8]=[CH:7][C:6]([NH:9][S:13]([CH:10]([CH3:12])[CH3:11])(=[O:15])=[O:14])=[CH:5][CH:4]=1, predict the reactants needed to synthesize it. The reactants are: [CH3:1][S:2][C:3]1[CH:8]=[CH:7][C:6]([NH2:9])=[CH:5][CH:4]=1.[CH:10]([S:13](Cl)(=[O:15])=[O:14])([CH3:12])[CH3:11].